Predict the reaction yield, written as a fraction of the theoretical maximum amount of product (1.0 means a 100% yield; for example, 0.34 means a 34% yield). From a dataset of Reaction yield outcomes from USPTO patents with 853,638 reactions. (1) The reactants are [CH3:1][NH:2]N.[F:4][C:5]1[CH:6]=[C:7]([C:11](=[NH:14])OC)[CH:8]=[CH:9][CH:10]=1.[CH2:15]([O:17][CH:18]([O:23][CH2:24][CH3:25])[C:19](=[NH:22])OC)[CH3:16].C(O)(=O)C. The catalyst is C1COCC1.C(Cl)Cl. The product is [CH2:15]([O:17][CH:18]([O:23][CH2:24][CH3:25])[C:19]1[N:2]([CH3:1])[N:14]=[C:11]([C:7]2[CH:8]=[CH:9][CH:10]=[C:5]([F:4])[CH:6]=2)[N:22]=1)[CH3:16]. The yield is 0.210. (2) The yield is 0.980. The product is [OH:8][CH2:9][C@@H:10]([CH3:23])[CH2:11][N:12]1[C:17]2[CH:18]=[CH:19][CH:20]=[CH:21][C:16]=2[O:15][CH2:14][C:13]1=[O:22]. The reactants are [Si]([O:8][CH2:9][C@@H:10]([CH3:23])[CH2:11][N:12]1[C:17]2[CH:18]=[CH:19][CH:20]=[CH:21][C:16]=2[O:15][CH2:14][C:13]1=[O:22])(C(C)(C)C)(C)C.CCCC[N+](CCCC)(CCCC)CCCC.[F-]. The catalyst is C1COCC1. (3) The reactants are C1N2CN3CN(C2)CN1C3.[Cl:11][C:12]1[CH:17]=[CH:16][CH:15]=[C:14]([CH3:18])[C:13]=1[OH:19].FC(F)(F)[C:22](O)=[O:23]. No catalyst specified. The product is [Cl:11][C:12]1[CH:17]=[C:16]([CH:15]=[C:14]([CH3:18])[C:13]=1[OH:19])[CH:22]=[O:23]. The yield is 0.350.